Dataset: Forward reaction prediction with 1.9M reactions from USPTO patents (1976-2016). Task: Predict the product of the given reaction. (1) Given the reactants [CH:1]1([CH2:7][C@H:8]([N:12]2[CH2:16][C:15]([O:17][CH3:18])=[CH:14][C:13]2=[O:19])[C:9]([OH:11])=O)[CH2:6][CH2:5][CH2:4][CH2:3][CH2:2]1.[NH2:20][C:21]1[CH:25]=[CH:24][N:23]([CH2:26][C:27]([CH3:30])([OH:29])[CH3:28])[N:22]=1.F[P-](F)(F)(F)(F)F.N1(O[P+](N(C)C)(N(C)C)N(C)C)C2C=CC=CC=2N=N1.C(N(CC)C(C)C)(C)C.C1(C[C@H](N2CC(OC)=CC2=O)C(NC2C=CN(CC(OC)(C)C)N=2)=O)CCCC1, predict the reaction product. The product is: [CH:1]1([CH2:7][C@H:8]([N:12]2[CH2:16][C:15]([O:17][CH3:18])=[CH:14][C:13]2=[O:19])[C:9]([NH:20][C:21]2[CH:25]=[CH:24][N:23]([CH2:26][C:27]([OH:29])([CH3:28])[CH3:30])[N:22]=2)=[O:11])[CH2:2][CH2:3][CH2:4][CH2:5][CH2:6]1. (2) Given the reactants C(Cl)(=O)C(Cl)=O.CS(C)=O.[OH:11][CH2:12][CH:13]1[CH2:16][CH:15]([C:17]([OH:20])([CH3:19])[CH3:18])[CH2:14]1.CCN(CC)CC.[NH4+].[Cl-], predict the reaction product. The product is: [OH:20][C:17]([CH:15]1[CH2:16][CH:13]([CH:12]=[O:11])[CH2:14]1)([CH3:19])[CH3:18]. (3) Given the reactants [O:1]1[C:5]2[CH:6]=[CH:7][C:8]([C@H:10]([NH:17][C:18](=[O:40])[NH:19][C@@H:20]([CH2:36][CH2:37][CH2:38][CH3:39])[C:21]([N:23]([CH2:30][C:31]3[S:32][CH:33]=[CH:34][CH:35]=3)[CH2:24][C:25]3[S:26][CH:27]=[CH:28][CH:29]=3)=[O:22])[CH2:11][C:12]([O:14]CC)=[O:13])=[CH:9][C:4]=2[O:3][CH2:2]1.O1CCCC1.S([O-])(O)(=O)=O.[K+], predict the reaction product. The product is: [O:1]1[C:5]2[CH:6]=[CH:7][C:8]([C@H:10]([NH:17][C:18](=[O:40])[NH:19][C@@H:20]([CH2:36][CH2:37][CH2:38][CH3:39])[C:21]([N:23]([CH2:24][C:25]3[S:26][CH:27]=[CH:28][CH:29]=3)[CH2:30][C:31]3[S:32][CH:33]=[CH:34][CH:35]=3)=[O:22])[CH2:11][C:12]([OH:14])=[O:13])=[CH:9][C:4]=2[O:3][CH2:2]1.